Dataset: Retrosynthesis with 50K atom-mapped reactions and 10 reaction types from USPTO. Task: Predict the reactants needed to synthesize the given product. (1) The reactants are: C#C[Si](C)(C)C.CCCC1(CCC)CCSc2ccc(Br)cc21. Given the product CCCC1(CCC)CCSc2ccc(C#C[Si](C)(C)C)cc21, predict the reactants needed to synthesize it. (2) The reactants are: CN.Nc1ccc(S(=O)(=O)Nc2cc(Br)nc(Br)c2)cc1. Given the product CNc1cc(NS(=O)(=O)c2ccc(N)cc2)cc(Br)n1, predict the reactants needed to synthesize it. (3) Given the product CCNC(=O)Nc1c(C(O)(C(F)(F)F)C(F)(F)F)ccc2c1CCC2, predict the reactants needed to synthesize it. The reactants are: CCN=C=O.Nc1c(C(O)(C(F)(F)F)C(F)(F)F)ccc2c1CCC2. (4) Given the product CCOCn1c(-c2nc(N[C@@H]3CCC[C@@H]3O)ncc2Cl)cc2c(C(=O)NC3CC3)cccc21, predict the reactants needed to synthesize it. The reactants are: CCOCn1c(-c2nc(Cl)ncc2Cl)cc2c(C(=O)NC3CC3)cccc21.N[C@@H]1CCC[C@@H]1O. (5) The reactants are: BrCc1ccc2ccccc2c1.[C-]#N. Given the product N#CCc1ccc2ccccc2c1, predict the reactants needed to synthesize it. (6) The reactants are: CC(C)(C)N.CS(=O)(=O)OC[C@H]1CN(c2ccc(N3CCOCC3=O)cc2)C(=O)O1. Given the product CC(C)(C)NC[C@H]1CN(c2ccc(N3CCOCC3=O)cc2)C(=O)O1, predict the reactants needed to synthesize it. (7) Given the product CC(C)(O)Cn1ccc(NC(=O)C(CC2CCOCC2)n2ncc(Oc3ccccc3Cl)cc2=O)n1, predict the reactants needed to synthesize it. The reactants are: CC(C)(O)Cn1ccc(N)n1.O=C(O)C(CC1CCOCC1)n1ncc(Oc2ccccc2Cl)cc1=O.